This data is from Catalyst prediction with 721,799 reactions and 888 catalyst types from USPTO. The task is: Predict which catalyst facilitates the given reaction. (1) Reactant: Cl[CH2:2][C@@H:3]([C:5]1[CH:6]=[C:7]([NH:11][S:12]([C:15]2[CH:20]=[CH:19][CH:18]=[CH:17][CH:16]=2)(=[O:14])=[O:13])[CH:8]=[CH:9][CH:10]=1)[OH:4].C(=O)([O-])[O-].[K+].[K+]. Product: [O:4]1[CH2:2][C@H:3]1[C:5]1[CH:6]=[C:7]([NH:11][S:12]([C:15]2[CH:20]=[CH:19][CH:18]=[CH:17][CH:16]=2)(=[O:14])=[O:13])[CH:8]=[CH:9][CH:10]=1. The catalyst class is: 10. (2) Reactant: Cl.[Cl:2][C:3]1[C:8]([Cl:9])=[CH:7][CH:6]=[CH:5][C:4]=1[NH:10][C:11]1[C:20]2[C:15](=[CH:16][C:17]([O:27][CH2:28][CH3:29])=[C:18]([N:21]3[CH2:26][CH2:25][NH:24][CH2:23][CH2:22]3)[CH:19]=2)[N:14]=[CH:13][C:12]=1[C:30]([NH2:32])=[O:31].[C:33](O)(=[O:36])[CH2:34][OH:35].CN(C(ON1N=NC2C=CC=NC1=2)=[N+](C)C)C.F[P-](F)(F)(F)(F)F.CCN(C(C)C)C(C)C. Product: [Cl:2][C:3]1[C:8]([Cl:9])=[CH:7][CH:6]=[CH:5][C:4]=1[NH:10][C:11]1[C:20]2[C:15](=[CH:16][C:17]([O:27][CH2:28][CH3:29])=[C:18]([N:21]3[CH2:22][CH2:23][N:24]([C:34](=[O:35])[CH2:33][OH:36])[CH2:25][CH2:26]3)[CH:19]=2)[N:14]=[CH:13][C:12]=1[C:30]([NH2:32])=[O:31]. The catalyst class is: 3.